The task is: Predict the product of the given reaction.. This data is from Forward reaction prediction with 1.9M reactions from USPTO patents (1976-2016). (1) Given the reactants C(=O)([O-])[O-].[K+].[K+].S([O:12][CH3:13])(OC)(=O)=O.[C:14]([NH:22][C:23]1[CH:31]=[C:30]([I:32])[CH:29]=[CH:28][C:24]=1[C:25](O)=[O:26])(=[O:21])[C:15]1[CH:20]=[CH:19][CH:18]=[CH:17][CH:16]=1.Cl, predict the reaction product. The product is: [C:14]([NH:22][C:23]1[CH:31]=[C:30]([I:32])[CH:29]=[CH:28][C:24]=1[C:25]([O:12][CH3:13])=[O:26])(=[O:21])[C:15]1[CH:16]=[CH:17][CH:18]=[CH:19][CH:20]=1. (2) Given the reactants [F:1][C:2]1[CH:9]=[CH:8][C:5]([CH:6]=O)=[CH:4][CH:3]=1.[NH2:10]O.Cl.[Na+].[I-].O, predict the reaction product. The product is: [F:1][C:2]1[CH:9]=[CH:8][C:5]([C:6]#[N:10])=[CH:4][CH:3]=1. (3) Given the reactants [Si:1]([O:8][CH:9]1[CH2:15][N:14](C(OCC2C=CC=CC=2)=O)[C:13]2[CH:26]=[CH:27][CH:28]=[CH:29][C:12]=2[O:11][CH2:10]1)([C:4]([CH3:7])([CH3:6])[CH3:5])([CH3:3])[CH3:2], predict the reaction product. The product is: [Si:1]([O:8][CH:9]1[CH2:15][NH:14][C:13]2[CH:26]=[CH:27][CH:28]=[CH:29][C:12]=2[O:11][CH2:10]1)([C:4]([CH3:7])([CH3:5])[CH3:6])([CH3:3])[CH3:2].